This data is from Forward reaction prediction with 1.9M reactions from USPTO patents (1976-2016). The task is: Predict the product of the given reaction. (1) Given the reactants [F:1][C:2]([F:35])([F:34])[C@@:3]([C:6]1[CH:11]=[CH:10][C:9]([N:12]2[CH2:17][CH2:16][N:15]([S:18]([C:21]3[S:22][CH:23]=[CH:24][CH:25]=3)(=[O:20])=[O:19])[CH2:14][C@@H:13]2[CH2:26][C:27]2[CH:32]=[CH:31][CH:30]=[CH:29][C:28]=2[F:33])=[CH:8][CH:7]=1)([OH:5])[CH3:4].FC(F)(F)[C@](C1C=CC(N2CCN(S(C3SC=CC=3)(=O)=O)C[C@H]2CC2C=CC=CC=2F)=CC=1)(O)C.FC(F)(F)[C@](C1C=CC(N2CCN(S(C3SC=CC=3)(=O)=O)C[C@@H]2CC2C=CC=CC=2F)=CC=1)(O)C.C1N=C(N)C2N=CN([C@@H]3O[C@H](COP(OP(OC[C@H]4O[C@@H](N5C=C(C(N)=O)CC=C5)[C@H](O)[C@@H]4O)(O)=O)(O)=O)[C@@H](O)[C@H]3OP(O)(O)=O)C=2N=1, predict the reaction product. The product is: [F:35][C:2]([F:1])([F:34])[C@@:3]([C:6]1[CH:11]=[CH:10][C:9]([N:12]2[CH2:17][CH2:16][N:15]([S:18]([C:21]3[S:22][CH:23]=[CH:24][CH:25]=3)(=[O:20])=[O:19])[CH2:14][C@H:13]2[CH2:26][C:27]2[CH:32]=[CH:31][CH:30]=[CH:29][C:28]=2[F:33])=[CH:8][CH:7]=1)([OH:5])[CH3:4]. (2) Given the reactants [CH3:1][O:2][C:3]1[CH:10]=[CH:9][C:6]([CH:7]=[O:8])=[CH:5][N:4]=1.[H-].[H-].[H-].[H-].[Li+].[Al+3].CCOC(C)=O, predict the reaction product. The product is: [CH3:1][O:2][C:3]1[N:4]=[CH:5][C:6]([CH2:7][OH:8])=[CH:9][CH:10]=1. (3) Given the reactants [CH2:1]([Mg]Br)[CH3:2].C(OCC)C.[OH:10][CH2:11][C:12]1[N:24]2[C:15]([C:16]3[CH:17]=[C:18]([C:33]4[CH:38]=[CH:37][CH:36]=[CH:35][CH:34]=4)[C:19]([C:25]4[CH:32]=[CH:31][C:28]([C:29]#[N:30])=[CH:27][CH:26]=4)=[N:20][C:21]=3[CH:22]=[CH:23]2)=[N:14][N:13]=1.B(F)(F)F.CCOCC, predict the reaction product. The product is: [NH2:30][C:29]1([C:28]2[CH:31]=[CH:32][C:25]([C:19]3[C:18]([C:33]4[CH:34]=[CH:35][CH:36]=[CH:37][CH:38]=4)=[CH:17][C:16]4[C:15]5=[N:14][N:13]=[C:12]([CH2:11][OH:10])[N:24]5[CH:23]=[CH:22][C:21]=4[N:20]=3)=[CH:26][CH:27]=2)[CH2:2][CH2:1]1. (4) Given the reactants [CH2:1]([OH:4])[C:2]#[CH:3].Cl.Cl[CH2:7][CH2:8][N:9]1[CH2:13][CH2:12][CH2:11][CH2:10]1.[OH-].[Na+], predict the reaction product. The product is: [CH2:1]([O:4][CH2:7][CH2:8][N:9]1[CH2:13][CH2:12][CH2:11][CH2:10]1)[C:2]#[CH:3]. (5) Given the reactants [Cl:1][C:2]1[CH:7]=[CH:6][N:5]=[C:4]([N:8]2[C:15]3[C@H:14]4[CH2:16][C@H:13]4[CH2:12][C:11]=3[C:10]([C:17](O)=[O:18])=[N:9]2)[CH:3]=1.Cl.[F:21][CH2:22][C:23]([CH3:26])([NH2:25])[CH3:24], predict the reaction product. The product is: [F:21][CH2:22][C:23]([NH:25][C:17]([C:10]1[C:11]2[CH2:12][C@@H:13]3[CH2:16][C@@H:14]3[C:15]=2[N:8]([C:4]2[CH:3]=[C:2]([Cl:1])[CH:7]=[CH:6][N:5]=2)[N:9]=1)=[O:18])([CH3:26])[CH3:24].